Dataset: Full USPTO retrosynthesis dataset with 1.9M reactions from patents (1976-2016). Task: Predict the reactants needed to synthesize the given product. (1) The reactants are: [CH2:1]([O:8][C:9]1[CH:14]=[CH:13][C:12]([N:15]2[CH2:20][CH2:19][N:18]([C:21](=[O:33])[CH2:22][NH:23][C:24](=[O:32])[C:25]3[CH:30]=[CH:29][CH:28]=[C:27]([OH:31])[CH:26]=3)[CH2:17][CH2:16]2)=[CH:11][CH:10]=1)[C:2]1[CH:7]=[CH:6][CH:5]=[CH:4][CH:3]=1.C(=O)([O-])[O-].[K+].[K+].[F:40][CH2:41][CH2:42]Br. Given the product [CH2:1]([O:8][C:9]1[CH:10]=[CH:11][C:12]([N:15]2[CH2:20][CH2:19][N:18]([C:21](=[O:33])[CH2:22][NH:23][C:24](=[O:32])[C:25]3[CH:30]=[CH:29][CH:28]=[C:27]([O:31][CH2:42][CH2:41][F:40])[CH:26]=3)[CH2:17][CH2:16]2)=[CH:13][CH:14]=1)[C:2]1[CH:7]=[CH:6][CH:5]=[CH:4][CH:3]=1, predict the reactants needed to synthesize it. (2) Given the product [F:1][C:2]1[C:3]([O:20][CH3:21])=[C:4]2[C:5](=[CH:6][CH:7]=1)[CH:11]([NH:22][C:23]1[CH:32]=[CH:31][CH:30]=[C:29]3[C:24]=1[CH:25]=[N:26][N:27]([CH3:34])[C:28]3=[O:33])[C:10]([OH:17])([C:13]([F:14])([F:16])[F:15])[CH2:9][C:8]2([CH3:19])[CH3:18], predict the reactants needed to synthesize it. The reactants are: [F:1][C:2]1[C:3]([O:20][CH3:21])=[C:4]([C:8]([CH3:19])([CH3:18])[CH2:9][C:10]([OH:17])([C:13]([F:16])([F:15])[F:14])[CH:11]=O)[CH:5]=[CH:6][CH:7]=1.[NH2:22][C:23]1[CH:32]=[CH:31][CH:30]=[C:29]2[C:24]=1[CH:25]=[N:26][N:27]([CH3:34])[C:28]2=[O:33].B(Br)(Br)Br. (3) Given the product [NH2:11][C:9]1[N:8]=[CH:7][N:6]=[C:5]2[N:4]([C:17]3[CH:22]=[CH:21][N+:20]([O-:23])=[CH:19][CH:18]=3)[N:3]=[C:2]([I:1])[C:10]=12, predict the reactants needed to synthesize it. The reactants are: [I:1][C:2]1[C:10]2[C:5](=[N:6][CH:7]=[N:8][C:9]=2[NH2:11])[NH:4][N:3]=1.[H-].[Na+].[N+]([C:17]1[CH:22]=[CH:21][N+:20]([O-:23])=[CH:19][CH:18]=1)([O-])=O. (4) Given the product [F:9][C:8]([F:11])([F:10])[C:5]1[CH:6]=[CH:7][C:2]([N:14]2[C:6]3[CH:7]=[CH:2][CH:3]=[CH:4][C:21]=3[C:15]3[C:20]2=[CH:19][CH:18]=[CH:17][CH:16]=3)=[CH:3][CH:4]=1, predict the reactants needed to synthesize it. The reactants are: Cl[C:2]1[CH:7]=[CH:6][C:5]([C:8]([F:11])([F:10])[F:9])=[CH:4][CH:3]=1.O.[Cl-].[NH4+:14].[C:15]1([CH3:21])[CH:20]=[CH:19][CH:18]=[CH:17][CH:16]=1.